Predict the product of the given reaction. From a dataset of Forward reaction prediction with 1.9M reactions from USPTO patents (1976-2016). The product is: [Br:1][C:2]1[CH:3]=[N:4][N:5]2[CH:10]=[C:9]([C:11]3[CH:12]=[N:13][N:14]([CH3:16])[CH:15]=3)[CH:8]=[C:7]([O:17][CH2:18][CH:19]3[CH2:24][CH2:23][CH2:22][NH:21][CH2:20]3)[C:6]=12. Given the reactants [Br:1][C:2]1[CH:3]=[N:4][N:5]2[CH:10]=[C:9]([C:11]3[CH:12]=[N:13][N:14]([CH3:16])[CH:15]=3)[CH:8]=[C:7]([O:17][CH2:18][CH:19]3[CH2:24][CH2:23][CH2:22][N:21](C(OC(C)(C)C)=O)[CH2:20]3)[C:6]=12.FC(F)(F)C(O)=O, predict the reaction product.